Dataset: Catalyst prediction with 721,799 reactions and 888 catalyst types from USPTO. Task: Predict which catalyst facilitates the given reaction. (1) Reactant: [Si:1](Cl)([C:4]([CH3:7])([CH3:6])[CH3:5])([CH3:3])[CH3:2].[CH3:9][O:10][C:11](=[O:42])[C:12]1[CH:17]=[CH:16][C:15](C[C@@H]2CNCCN2C(=O)C2C=C(C(F)(F)F)C=C(C(F)(F)F)C=2)=[CH:14][C:13]=1[OH:41].C(N(CC)CC)C.O. Product: [CH3:9][O:10][C:11](=[O:42])[C:12]1[CH:17]=[CH:16][CH:15]=[CH:14][C:13]=1[O:41][Si:1]([C:4]([CH3:7])([CH3:6])[CH3:5])([CH3:3])[CH3:2]. The catalyst class is: 119. (2) Reactant: [Br:1][C:2]1[CH:3]=[C:4]([CH2:8][CH2:9][C:10]([NH2:12])=O)[CH:5]=[CH:6][CH:7]=1. Product: [Br:1][C:2]1[CH:3]=[C:4]([CH2:8][CH2:9][CH2:10][NH2:12])[CH:5]=[CH:6][CH:7]=1. The catalyst class is: 1.